Dataset: Full USPTO retrosynthesis dataset with 1.9M reactions from patents (1976-2016). Task: Predict the reactants needed to synthesize the given product. Given the product [CH3:7][C:6]1[N:8]=[C:9]([C:11]2[CH:12]=[N:13][N:14]3[C:19](=[O:20])[CH:18]=[C:17]([C:21]4[CH:22]=[C:23]5[C:27](=[CH:28][CH:29]=4)[N:26]([CH3:30])[N:25]=[CH:24]5)[NH:16][C:15]=23)[O:10][N:5]=1, predict the reactants needed to synthesize it. The reactants are: NO.Cl.C[N:5](C)[C:6](=[N:8][C:9]([C:11]1[CH:12]=[N:13][N:14]2[C:19](=[O:20])[CH:18]=[C:17]([C:21]3[CH:22]=[C:23]4[C:27](=[CH:28][CH:29]=3)[N:26]([CH3:30])[N:25]=[CH:24]4)[NH:16][C:15]=12)=[O:10])[CH3:7].[OH-].[Na+].